This data is from Catalyst prediction with 721,799 reactions and 888 catalyst types from USPTO. The task is: Predict which catalyst facilitates the given reaction. (1) Product: [Br:1][C:2]1[CH:3]=[C:4]2[C:8](=[CH:9][CH:10]=1)[N:7]=[CH:6][C:5]([OH:12])=[C:17]2[C:18]([OH:20])=[O:19]. Reactant: [Br:1][C:2]1[CH:3]=[C:4]2[C:8](=[CH:9][CH:10]=1)[NH:7][C:6](=O)[C:5]2=[O:12].[OH-].[K+].BrC[C:17](=O)[C:18]([OH:20])=[O:19].Cl. The catalyst class is: 6. (2) Reactant: [N:1]1[CH:6]=[CH:5][CH:4]=[CH:3][C:2]=1[S:7][S:8][C:9]1[CH:14]=CC=CN=1.SCC[OH:18].CO. Product: [N:1]1[CH:6]=[CH:5][CH:4]=[CH:3][C:2]=1[S:7][S:8][CH2:9][CH2:14][OH:18]. The catalyst class is: 17. (3) Reactant: [CH3:1][C:2]1[CH:3]=[N:4][N:5]([C:7]2[S:15][C:14]3[C:9](=[N:10][CH:11]=[CH:12][C:13]=3[O:16][C:17]3[CH:22]=[CH:21][C:20]([NH2:23])=[CH:19][CH:18]=3)[CH:8]=2)[CH:6]=1.[C:24]1([CH2:30][C:31]([N:33]=[C:34]=[S:35])=[O:32])[CH:29]=[CH:28][CH:27]=[CH:26][CH:25]=1. Product: [CH3:1][C:2]1[CH:3]=[N:4][N:5]([C:7]2[S:15][C:14]3[C:9](=[N:10][CH:11]=[CH:12][C:13]=3[O:16][C:17]3[CH:22]=[CH:21][C:20]([NH:23][C:34]([NH:33][C:31](=[O:32])[CH2:30][C:24]4[CH:25]=[CH:26][CH:27]=[CH:28][CH:29]=4)=[S:35])=[CH:19][CH:18]=3)[CH:8]=2)[CH:6]=1. The catalyst class is: 1. (4) Reactant: [H-].[Na+].[OH:3][CH2:4][C@@H:5]1[CH2:7][C@@H:6]1[CH:8]1[CH2:13][CH2:12][N:11]([C:14]([O:16][C:17]([CH3:20])([CH3:19])[CH3:18])=[O:15])[CH2:10][CH2:9]1.[Br:21][C:22]1[CH:27]=[CH:26][C:25]([CH2:28]Br)=[CH:24][C:23]=1[F:30]. Product: [Br:21][C:22]1[CH:27]=[CH:26][C:25]([CH2:28][O:3][CH2:4][C@@H:5]2[CH2:7][C@@H:6]2[CH:8]2[CH2:9][CH2:10][N:11]([C:14]([O:16][C:17]([CH3:20])([CH3:19])[CH3:18])=[O:15])[CH2:12][CH2:13]2)=[CH:24][C:23]=1[F:30]. The catalyst class is: 3. (5) Product: [CH3:1][N:2]([CH3:18])[S:3]([N:6]1[C:10]([CH:20]=[O:19])=[CH:9][N:8]=[C:7]1[Si:11]([C:14]([CH3:15])([CH3:17])[CH3:16])([CH3:13])[CH3:12])(=[O:4])=[O:5]. Reactant: [CH3:1][N:2]([CH3:18])[S:3]([N:6]1[CH:10]=[CH:9][N:8]=[C:7]1[Si:11]([C:14]([CH3:17])([CH3:16])[CH3:15])([CH3:13])[CH3:12])(=[O:5])=[O:4].[O:19]1CCC[CH2:20]1.C([Li])(CC)C.CCCCCC. The catalyst class is: 145. (6) Reactant: [CH:1]([C:3]1[CH:8]=[CH:7][C:6]([C:9]([C:23]2[CH:28]=[CH:27][C:26]([CH:29]=[CH2:30])=[CH:25][CH:24]=2)([C:15]2[CH:20]=[CH:19][C:18]([CH:21]=[CH2:22])=[CH:17][CH:16]=2)[CH2:10][C:11]([O:13]C)=[O:12])=[CH:5][CH:4]=1)=[CH2:2].[OH-].[Li+]. Product: [CH:29]([C:26]1[CH:25]=[CH:24][C:23]([C:9]([C:6]2[CH:5]=[CH:4][C:3]([CH:1]=[CH2:2])=[CH:8][CH:7]=2)([C:15]2[CH:20]=[CH:19][C:18]([CH:21]=[CH2:22])=[CH:17][CH:16]=2)[CH2:10][C:11]([OH:13])=[O:12])=[CH:28][CH:27]=1)=[CH2:30]. The catalyst class is: 393. (7) Reactant: [Si]([O:8][CH2:9][C:10]1[N:14]([CH:15]([C:21]2[CH:26]=[CH:25][C:24]([C:27]#[N:28])=[CH:23][CH:22]=2)[CH2:16][C:17]([O:19][CH3:20])=[O:18])[CH:13]=[N:12][CH:11]=1)(C(C)(C)C)(C)C.C1(C)C=CC(S(O)(=O)=O)=CC=1. Product: [OH:8][CH2:9][C:10]1[N:14]([CH:15]([C:21]2[CH:22]=[CH:23][C:24]([C:27]#[N:28])=[CH:25][CH:26]=2)[CH2:16][C:17]([O:19][CH3:20])=[O:18])[CH:13]=[N:12][CH:11]=1. The catalyst class is: 5.